This data is from hERG Central: cardiac toxicity at 1µM, 10µM, and general inhibition. The task is: Predict hERG channel inhibition at various concentrations. (1) The compound is C=CCc1cc(Cl)ccc1OCCOCCNC(C)CC.O=C(O)C(=O)O. Results: hERG_inhib (hERG inhibition (general)): blocker. (2) The drug is O=C(c1cccc(-c2ccco2)c1)N1CCCC(N2CCN(c3ccc(F)cc3)CC2)C1. Results: hERG_inhib (hERG inhibition (general)): blocker. (3) Results: hERG_inhib (hERG inhibition (general)): blocker. The molecule is Cc1nn(C)c(Cl)c1CN1CCC(CO)(CCOc2ccccc2)CC1.